From a dataset of Forward reaction prediction with 1.9M reactions from USPTO patents (1976-2016). Predict the product of the given reaction. (1) Given the reactants [CH2:1]([Mg]Br)[CH2:2][CH2:3][CH2:4][CH2:5][CH2:6][CH2:7][CH2:8][CH2:9][CH2:10][CH2:11][CH3:12].Cl[C:16]1[CH:21]=[CH:20][C:19](Cl)=[CH:18][CH:17]=1, predict the reaction product. The product is: [CH2:1]([C:16]1[CH:21]=[CH:20][C:19]([CH2:12][CH2:11][CH2:10][CH2:9][CH2:8][CH2:7][CH2:6][CH2:5][CH2:4][CH2:3][CH2:2][CH3:1])=[CH:18][CH:17]=1)[CH2:2][CH2:3][CH2:4][CH2:5][CH2:6][CH2:7][CH2:8][CH2:9][CH2:10][CH2:11][CH3:12]. (2) Given the reactants [O:1]=[C:2]([NH:8][C:9]1[CH:10]=[N:11][CH:12]=[CH:13][CH:14]=1)[C:3](OCC)=[O:4].[NH3:15], predict the reaction product. The product is: [N:11]1[CH:12]=[CH:13][CH:14]=[C:9]([NH:8][C:2](=[O:1])[C:3]([NH2:15])=[O:4])[CH:10]=1. (3) Given the reactants [CH2:1]([O:8][C:9]1[C:14](=[O:15])[N:13]=[C:12]([CH2:16][C:17]2[CH:22]=[CH:21][C:20]([Cl:23])=[CH:19][C:18]=2Br)[N:11]2[CH2:25][CH2:26][N:27]([CH:30]([CH3:32])[CH3:31])[C:28](=[O:29])[C:10]=12)[C:2]1[CH:7]=[CH:6][CH:5]=[CH:4][CH:3]=1.[F:33][C:34]1[CH:35]=[C:36](B(O)O)[CH:37]=[CH:38][CH:39]=1.C(=O)([O-])[O-].[K+].[K+].C1(P(C2CCCCC2)C2C=CC=CC=2C2C(OC)=CC=CC=2OC)CCCCC1, predict the reaction product. The product is: [CH2:1]([O:8][C:9]1[C:14](=[O:15])[N:13]=[C:12]([CH2:16][C:17]2[CH:22]=[CH:21][C:20]([Cl:23])=[CH:19][C:18]=2[C:38]2[CH:37]=[CH:36][CH:35]=[C:34]([F:33])[CH:39]=2)[N:11]2[CH2:25][CH2:26][N:27]([CH:30]([CH3:32])[CH3:31])[C:28](=[O:29])[C:10]=12)[C:2]1[CH:7]=[CH:6][CH:5]=[CH:4][CH:3]=1. (4) Given the reactants C([O:8][C:9]1[CH:24]=[C:23]([N:25]([CH2:41][C:42]2[CH:47]=[CH:46][C:45]([CH:48]3[CH2:53][CH2:52][N:51]([C:54]4[CH:59]=[CH:58][C:57]([C:60]([O:62]C(C)(C)C)=[O:61])=[CH:56][CH:55]=4)[CH2:50][CH2:49]3)=[CH:44][CH:43]=2)[C:26](=[O:40])[CH2:27][N:28]([CH3:39])[S:29]([C:32]2[CH:37]=[CH:36][C:35]([CH3:38])=[CH:34][CH:33]=2)(=[O:31])=[O:30])[CH:22]=[CH:21][C:10]=1[C:11]([O:13][CH2:14][C:15]1[CH:20]=[CH:19][CH:18]=[CH:17][CH:16]=1)=[O:12])C1C=CC=CC=1.C1(C)C=CC=CC=1, predict the reaction product. The product is: [CH2:14]([O:13][C:11]([C:10]1[CH:21]=[CH:22][C:23]([N:25]([CH2:41][C:42]2[CH:47]=[CH:46][C:45]([CH:48]3[CH2:49][CH2:50][N:51]([C:54]4[CH:59]=[CH:58][C:57]([C:60]([OH:62])=[O:61])=[CH:56][CH:55]=4)[CH2:52][CH2:53]3)=[CH:44][CH:43]=2)[C:26](=[O:40])[CH2:27][N:28]([CH3:39])[S:29]([C:32]2[CH:37]=[CH:36][C:35]([CH3:38])=[CH:34][CH:33]=2)(=[O:31])=[O:30])=[CH:24][C:9]=1[OH:8])=[O:12])[C:15]1[CH:20]=[CH:19][CH:18]=[CH:17][CH:16]=1.